From a dataset of Reaction yield outcomes from USPTO patents with 853,638 reactions. Predict the reaction yield, written as a fraction of the theoretical maximum amount of product (1.0 means a 100% yield; for example, 0.34 means a 34% yield). (1) The reactants are C1O[C:5]([OH:9])([CH2:7][OH:8])[CH2:4][O:3][C:2]1([OH:12])[CH2:10]O.[C:13]([OH:22])(=O)[CH2:14][CH2:15][CH2:16][CH2:17][CH2:18][CH2:19][CH3:20].[CH2:23]1[CH2:28][CH2:27][CH:26](N=C=N[CH:23]2[CH2:28][CH2:27][CH2:26][CH2:25][CH2:24]2)[CH2:25][CH2:24]1. The catalyst is C(Cl)Cl.CN(C1C=CC=CC=1)C. The product is [C:13]([O:8][CH2:7][C:5]([CH2:4][O:3][C:2](=[O:12])[CH2:10][CH2:27][CH2:28][CH2:23][CH2:24][CH2:25][CH3:26])=[O:9])(=[O:22])[CH2:14][CH2:15][CH2:16][CH2:17][CH2:18][CH2:19][CH3:20]. The yield is 0.790. (2) The reactants are [C:1]1([C:7](=[N:9][OH:10])[CH3:8])[CH:6]=[CH:5][CH:4]=[CH:3][CH:2]=1.C[O:12][C:13](=[O:25])[C:14]1[CH:19]=[CH:18][C:17]([O:20][CH2:21][CH2:22]Br)=[CH:16][C:15]=1[OH:24].[OH-].[Na+]. The catalyst is O1CCCC1.[I-].C([N+](CCCC)(CCCC)CCCC)CCC. The product is [OH:24][C:15]1[CH:16]=[C:17]([O:20][CH2:21][CH2:22][O:10][N:9]=[C:7]([C:1]2[CH:6]=[CH:5][CH:4]=[CH:3][CH:2]=2)[CH3:8])[CH:18]=[CH:19][C:14]=1[C:13]([OH:25])=[O:12]. The yield is 0.270. (3) The reactants are [CH3:1][C:2]([Si:5](Cl)([CH3:7])[CH3:6])([CH3:4])[CH3:3].C(N(CC)CC)C.[S:16]1[C:20]([CH2:21][CH:22]([OH:25])[C:23]#[CH:24])=[CH:19][C:18]2[CH:26]=[CH:27][CH:28]=[CH:29][C:17]1=2.[NH4+].[Cl-]. The catalyst is CN(C1C=CN=CC=1)C.ClCCl. The product is [S:16]1[C:20]([CH2:21][CH:22]([O:25][Si:5]([C:2]([CH3:4])([CH3:3])[CH3:1])([CH3:7])[CH3:6])[C:23]#[CH:24])=[CH:19][C:18]2[CH:26]=[CH:27][CH:28]=[CH:29][C:17]1=2. The yield is 0.700. (4) The reactants are [BH4-].[Na+].[C:3]([O:7][C:8]([NH:10][C@@H:11]([CH2:16][CH:17]1[CH2:19][CH2:18]1)[C:12](OC)=[O:13])=[O:9])([CH3:6])([CH3:5])[CH3:4].O. The catalyst is CO. The product is [CH:17]1([CH2:16][C@H:11]([NH:10][C:8](=[O:9])[O:7][C:3]([CH3:5])([CH3:4])[CH3:6])[CH2:12][OH:13])[CH2:19][CH2:18]1. The yield is 0.660.